The task is: Predict the product of the given reaction.. This data is from Forward reaction prediction with 1.9M reactions from USPTO patents (1976-2016). Given the reactants [F:1][C:2]([F:11])([F:10])[C:3]1[CH:8]=[CH:7][N:6]=[C:5]([NH2:9])[N:4]=1.C(=O)([O-])[O-].[K+].[K+].Cl[C:19]([O:21][C:22]1[CH:27]=[CH:26][CH:25]=[CH:24][CH:23]=1)=[O:20], predict the reaction product. The product is: [F:11][C:2]([F:1])([F:10])[C:3]1[CH:8]=[CH:7][N:6]=[C:5]([NH:9][C:19](=[O:20])[O:21][C:22]2[CH:27]=[CH:26][CH:25]=[CH:24][CH:23]=2)[N:4]=1.